This data is from Forward reaction prediction with 1.9M reactions from USPTO patents (1976-2016). The task is: Predict the product of the given reaction. (1) Given the reactants [NH2:1][C:2]1[S:3][C:4]2[N:5]=[C:6]([NH:11][C:12]3[CH:13]=[C:14]([NH:19][C:20](=[O:32])[C:21]4[CH:26]=[CH:25][CH:24]=[C:23]([C:27]([C:30]#[N:31])([CH3:29])[CH3:28])[CH:22]=4)[CH:15]=[CH:16][C:17]=3[CH3:18])[N:7]=[CH:8][C:9]=2[N:10]=1.[CH:33]1([C:36](Cl)=[O:37])[CH2:35][CH2:34]1.C(=O)([O-])O.[Na+], predict the reaction product. The product is: [C:30]([C:27]([C:23]1[CH:22]=[C:21]([CH:26]=[CH:25][CH:24]=1)[C:20]([NH:19][C:14]1[CH:15]=[CH:16][C:17]([CH3:18])=[C:12]([NH:11][C:6]2[N:7]=[CH:8][C:9]3[N:10]=[C:2]([NH:1][C:36]([CH:33]4[CH2:35][CH2:34]4)=[O:37])[S:3][C:4]=3[N:5]=2)[CH:13]=1)=[O:32])([CH3:29])[CH3:28])#[N:31]. (2) Given the reactants I[CH2:2][C@@H:3]([CH3:16])[CH2:4][N:5]1[C:14]2[C:9](=[CH:10][CH:11]=[CH:12][CH:13]=2)[CH2:8][CH2:7][C:6]1=[O:15].[CH2:17]([CH:22]1[CH2:28][CH:27]2[NH:29][CH:24]([CH2:25][CH2:26]2)[CH2:23]1)[CH2:18][CH2:19][CH2:20][CH3:21], predict the reaction product. The product is: [CH3:16][C@H:3]([CH2:2][N:29]1[CH:24]2[CH2:25][CH2:26][CH:27]1[CH2:28][CH:22]([CH2:17][CH2:18][CH2:19][CH2:20][CH3:21])[CH2:23]2)[CH2:4][N:5]1[C:14]2[C:9](=[CH:10][CH:11]=[CH:12][CH:13]=2)[CH2:8][CH2:7][C:6]1=[O:15]. (3) Given the reactants [CH2:1]([O:3][C:4]([C:6]1[CH:7]=[N:8][N:9]([C:11](=[N:18][C:19]2[CH:24]=[C:23]([F:25])[CH:22]=[C:21]([F:26])[CH:20]=2)[NH:12][C:13](OCC)=[O:14])[CH:10]=1)=[O:5])[CH3:2].ClCCCl.O.CO, predict the reaction product. The product is: [CH2:1]([O:3][C:4]([C:6]1[CH:7]=[N:8][N:9]([C:11]2[NH:12][C:13](=[O:14])[C:24]3[C:19](=[CH:20][C:21]([F:26])=[CH:22][C:23]=3[F:25])[N:18]=2)[CH:10]=1)=[O:5])[CH3:2].